Dataset: Catalyst prediction with 721,799 reactions and 888 catalyst types from USPTO. Task: Predict which catalyst facilitates the given reaction. (1) Reactant: Br[C:2]1[CH:9]=[CH:8][C:5]([C:6]#[N:7])=[CH:4][CH:3]=1.[C:10]([N:13]1[C:22]2[C:17](=[CH:18][C:19]([C:23]([NH:25][CH3:26])=[O:24])=[CH:20][CH:21]=2)[CH:16]([NH2:27])[CH:15]([CH3:28])[CH:14]1[CH:29]1[CH2:31][CH2:30]1)(=[O:12])[CH3:11].CC(C)([O-])C.[Na+].CN(C1C(C2C(P(C3CCCCC3)C3CCCCC3)=CC=CC=2)=CC=CC=1)C. Product: [C:10]([N:13]1[C:22]2[C:17](=[CH:18][C:19]([C:23]([NH:25][CH3:26])=[O:24])=[CH:20][CH:21]=2)[CH:16]([NH:27][C:2]2[CH:9]=[CH:8][C:5]([C:6]#[N:7])=[CH:4][CH:3]=2)[CH:15]([CH3:28])[CH:14]1[CH:29]1[CH2:30][CH2:31]1)(=[O:12])[CH3:11]. The catalyst class is: 62. (2) Reactant: [CH2:1]=[C:2]1[CH2:7][CH2:6][CH:5]([C:8]([O:10][CH2:11][CH3:12])=[O:9])[CH2:4][CH2:3]1.[Li+].CC([N-]C(C)C)C.[F:21]NS(C1C=CC=CC=1)(=O)=O. Product: [F:21][C:5]1([C:8]([O:10][CH2:11][CH3:12])=[O:9])[CH2:4][CH2:3][C:2](=[CH2:1])[CH2:7][CH2:6]1. The catalyst class is: 49. (3) Reactant: [C:1]([OH:7])(=[O:6])[CH2:2][C:3](O)=O.N1CCCCC1.N1C=CC=CC=1.C([C:22]1[CH:32]=[CH:31][CH:30]=[CH:29][C:23]=1[C:24]([O:26][CH2:27][CH3:28])=[O:25])=O. Product: [CH2:27]([O:26][C:24]([C:23]1[CH:29]=[CH:30][CH:31]=[CH:32][C:22]=1/[CH:3]=[CH:2]/[C:1]([OH:7])=[O:6])=[O:25])[CH3:28]. The catalyst class is: 6.